Dataset: Full USPTO retrosynthesis dataset with 1.9M reactions from patents (1976-2016). Task: Predict the reactants needed to synthesize the given product. Given the product [Si:19]([O:16][CH2:15][CH2:14][NH:13][CH2:11][C:9]1[S:8][C:6]2[N:7]=[C:2]([Cl:1])[N:3]=[C:4]([N:13]3[CH2:18][CH2:17][O:16][CH2:15][CH2:14]3)[C:5]=2[CH:10]=1)([C:22]([CH3:23])([CH3:24])[CH3:25])([CH3:21])[CH3:26], predict the reactants needed to synthesize it. The reactants are: [Cl:1][C:2]1[N:3]=[C:4]([N:13]2[CH2:18][CH2:17][O:16][CH2:15][CH2:14]2)[C:5]2[CH:10]=[C:9]([CH:11]=O)[S:8][C:6]=2[N:7]=1.[Si:19]([CH:26](O)CBr)([C:22]([CH3:25])([CH3:24])[CH3:23])([CH3:21])C.